From a dataset of Forward reaction prediction with 1.9M reactions from USPTO patents (1976-2016). Predict the product of the given reaction. (1) Given the reactants C([NH:9][C:10]([NH:12][C:13]1[CH:18]=[CH:17][CH:16]=[CH:15][C:14]=1[N:19]1[C:27]2[C:22](=[CH:23][CH:24]=[CH:25][CH:26]=2)[C:21]([CH3:29])([CH3:28])[CH2:20]1)=[S:11])(=O)C1C=CC=CC=1.[OH-].[Na+], predict the reaction product. The product is: [CH3:28][C:21]1([CH3:29])[C:22]2[C:27](=[CH:26][CH:25]=[CH:24][CH:23]=2)[N:19]([C:14]2[CH:15]=[CH:16][CH:17]=[CH:18][C:13]=2[NH:12][C:10]([NH2:9])=[S:11])[CH2:20]1. (2) Given the reactants C([O:3][C:4](=O)[CH2:5][CH2:6][C:7]1[C:15]2[C:10](=[CH:11][CH:12]=[CH:13][CH:14]=2)[NH:9][CH:8]=1)C.O.[NH2:18][NH2:19], predict the reaction product. The product is: [NH:9]1[C:10]2[C:15](=[CH:14][CH:13]=[CH:12][CH:11]=2)[C:7]([CH2:6][CH2:5][C:4]([NH:18][NH2:19])=[O:3])=[CH:8]1. (3) Given the reactants [C:1]([Si:5]([CH3:28])([CH3:27])[O:6][CH:7]([CH2:16][C:17]1[CH:22]=[CH:21][CH:20]=[C:19]([C:23]([F:26])([F:25])[F:24])[CH:18]=1)[CH2:8][CH2:9][CH:10]1[NH:14][C:13](=[O:15])[CH2:12][CH2:11]1)([CH3:4])([CH3:3])[CH3:2].C[Si]([N-][Si](C)(C)C)(C)C.[Na+].[CH3:39][O:40][C:41](=[O:52])[C:42]1[CH:47]=[CH:46][C:45]([CH2:48][CH2:49][CH2:50]Br)=[CH:44][CH:43]=1, predict the reaction product. The product is: [CH3:39][O:40][C:41](=[O:52])[C:42]1[CH:47]=[CH:46][C:45]([CH2:48][CH2:49][CH2:50][N:14]2[C:13](=[O:15])[CH2:12][CH2:11][CH:10]2[CH2:9][CH2:8][CH:7]([O:6][Si:5]([C:1]([CH3:4])([CH3:3])[CH3:2])([CH3:28])[CH3:27])[CH2:16][C:17]2[CH:22]=[CH:21][CH:20]=[C:19]([C:23]([F:25])([F:26])[F:24])[CH:18]=2)=[CH:44][CH:43]=1. (4) Given the reactants C[O:2][C:3](=[O:24])[CH:4]([C:11]1[CH:16]=[CH:15][CH:14]=[C:13]([S:17]([C:20]([F:23])([F:22])[F:21])(=[O:19])=[O:18])[CH:12]=1)[CH2:5][CH:6]1[CH2:10][CH2:9][CH2:8][CH2:7]1.[OH-].[Li+], predict the reaction product. The product is: [CH:6]1([CH2:5][CH:4]([C:11]2[CH:16]=[CH:15][CH:14]=[C:13]([S:17]([C:20]([F:23])([F:21])[F:22])(=[O:19])=[O:18])[CH:12]=2)[C:3]([OH:24])=[O:2])[CH2:10][CH2:9][CH2:8][CH2:7]1. (5) The product is: [Cl:1][C:2]1[N:7]2[N:8]=[C:9]([C:11]3[CH:16]=[CH:15][CH:14]=[C:13]([Cl:17])[CH:12]=3)[CH:10]=[C:6]2[N:5]=[C:4]([CH3:18])[C:3]=1[C:19](=[O:24])[C:20]([O:22][CH3:23])=[O:21]. Given the reactants [Cl:1][C:2]1[N:7]2[N:8]=[C:9]([C:11]3[CH:16]=[CH:15][CH:14]=[C:13]([Cl:17])[CH:12]=3)[CH:10]=[C:6]2[N:5]=[C:4]([CH3:18])[C:3]=1[CH:19]([OH:24])[C:20]([O:22][CH3:23])=[O:21].CC(OI1(OC(C)=O)(OC(C)=O)OC(=O)C2C1=CC=CC=2)=O, predict the reaction product. (6) Given the reactants [C:1]1([C:16]2[CH:21]=[CH:20][CH:19]=[CH:18][CH:17]=2)[CH:6]=[CH:5][CH:4]=[C:3]([N:7]2[CH2:12][CH2:11][CH:10]([C:13](O)=[O:14])[CH2:9][CH2:8]2)[CH:2]=1.BrC1C=C(C2C=CC=CC=2)C=CC=1.[N:35]1[C:44]2[C:39](=[CH:40][CH:41]=[CH:42][CH:43]=2)[CH:38]=[N:37][C:36]=1[NH2:45], predict the reaction product. The product is: [N:35]1[C:44]2[C:39](=[CH:40][CH:41]=[CH:42][CH:43]=2)[CH:38]=[N:37][C:36]=1[NH:45][C:13]([CH:10]1[CH2:9][CH2:8][N:7]([C:3]2[CH:2]=[C:1]([C:16]3[CH:21]=[CH:20][CH:19]=[CH:18][CH:17]=3)[CH:6]=[CH:5][CH:4]=2)[CH2:12][CH2:11]1)=[O:14]. (7) Given the reactants [Br:1][C:2]1[C:7]2[CH:8](O)[CH2:9][CH2:10][CH2:11][CH2:12][C:6]=2[C:5]([CH3:14])=[CH:4][CH:3]=1.O.C1(C)C=CC(S(O)(=O)=O)=CC=1, predict the reaction product. The product is: [Br:1][C:2]1[C:7]2[CH:8]=[CH:9][CH2:10][CH2:11][CH2:12][C:6]=2[C:5]([CH3:14])=[CH:4][CH:3]=1.